From a dataset of Catalyst prediction with 721,799 reactions and 888 catalyst types from USPTO. Predict which catalyst facilitates the given reaction. (1) Reactant: [S:1]1[CH:5]=[CH:4][CH:3]=[C:2]1[CH:6]=[CH:7][C:8]([OH:10])=[O:9]. The catalyst class is: 19. Product: [S:1]1[CH:5]=[CH:4][CH:3]=[C:2]1[CH2:6][CH2:7][C:8]([OH:10])=[O:9]. (2) Reactant: [Cl:1][C:2]1[CH:7]=[CH:6][C:5]([NH2:8])=[C:4]([C:9]2[CH:13]=[C:12]([C:14]3[CH:19]=[CH:18][C:17]([F:20])=[CH:16][C:15]=3[F:21])[O:11][N:10]=2)[CH:3]=1.[O:22](S(C(F)(F)F)(=O)=O)[S:23]([C:26]([F:29])([F:28])[F:27])(=O)=[O:24]. The catalyst class is: 4. Product: [Cl:1][C:2]1[CH:7]=[CH:6][C:5]([NH:8][S:23]([C:26]([F:29])([F:28])[F:27])(=[O:24])=[O:22])=[C:4]([C:9]2[CH:13]=[C:12]([C:14]3[CH:19]=[CH:18][C:17]([F:20])=[CH:16][C:15]=3[F:21])[O:11][N:10]=2)[CH:3]=1.